Dataset: Forward reaction prediction with 1.9M reactions from USPTO patents (1976-2016). Task: Predict the product of the given reaction. Given the reactants [CH2:1]([O:8][C:9]1[CH:24]=[CH:23][CH:22]=[CH:21][C:10]=1[CH2:11][C:12]1[C:13](=[O:20])[NH:14][NH:15][C:16]=1[CH:17]([CH3:19])[CH3:18])[C:2]1[CH:7]=[CH:6][CH:5]=[CH:4][CH:3]=1.[CH3:25][C:26]([O:28][CH2:29][C@H:30]1[O:35][C@H:34](Br)[C@H:33]([O:37][C:38]([CH3:40])=[O:39])[C@@H:32]([O:41][C:42]([CH3:44])=[O:43])[C@@H:31]1[O:45][C:46]([CH3:48])=[O:47])=[O:27], predict the reaction product. The product is: [CH:17]([C:16]1[NH:15][N:14]=[C:13]([O:20][C@@H:34]2[O:35][C@H:30]([CH2:29][O:28][C:26](=[O:27])[CH3:25])[C@@H:31]([O:45][C:46](=[O:47])[CH3:48])[C@H:32]([O:41][C:42](=[O:43])[CH3:44])[C@H:33]2[O:37][C:38](=[O:39])[CH3:40])[C:12]=1[CH2:11][C:10]1[CH:21]=[CH:22][CH:23]=[CH:24][C:9]=1[O:8][CH2:1][C:2]1[CH:3]=[CH:4][CH:5]=[CH:6][CH:7]=1)([CH3:19])[CH3:18].